This data is from Reaction yield outcomes from USPTO patents with 853,638 reactions. The task is: Predict the reaction yield, written as a fraction of the theoretical maximum amount of product (1.0 means a 100% yield; for example, 0.34 means a 34% yield). (1) The reactants are C[O:2][C:3](=[O:24])[C:4]1[CH:9]=[C:8]([C:10]2[S:11][CH:12]=[C:13]([C:15]3[CH:20]=[CH:19][C:18]([Cl:21])=[C:17]([Cl:22])[CH:16]=3)[N:14]=2)[CH:7]=[CH:6][C:5]=1Br.[Cl:25][C:26]1[CH:31]=[C:30]([Cl:32])[CH:29]=[CH:28][C:27]=1B(O)O. No catalyst specified. The product is [Cl:25][C:26]1[CH:31]=[C:30]([Cl:32])[CH:29]=[CH:28][C:27]=1[C:5]1[C:4]([C:3]([OH:2])=[O:24])=[CH:9][C:8]([C:10]2[S:11][CH:12]=[C:13]([C:15]3[CH:20]=[CH:19][C:18]([Cl:21])=[C:17]([Cl:22])[CH:16]=3)[N:14]=2)=[CH:7][CH:6]=1. The yield is 0.650. (2) The reactants are [Cl:1][C:2]1[CH:7]=[CH:6][C:5]([C@H:8]([NH:10][C:11]([C:13]2([C:28]#[N:29])[CH2:18][CH2:17][N:16]([C:19]3[C:20]4[CH:27]=[CH:26][NH:25][C:21]=4[N:22]=[CH:23][N:24]=3)[CH2:15][CH2:14]2)=[O:12])[CH3:9])=[CH:4][CH:3]=1.[OH-].[NH4+]. The catalyst is C(O)C.[Ni]. The product is [NH2:29][CH2:28][C:13]1([C:11]([NH:10][C@@H:8]([C:5]2[CH:4]=[CH:3][C:2]([Cl:1])=[CH:7][CH:6]=2)[CH3:9])=[O:12])[CH2:14][CH2:15][N:16]([C:19]2[C:20]3[CH:27]=[CH:26][NH:25][C:21]=3[N:22]=[CH:23][N:24]=2)[CH2:17][CH2:18]1. The yield is 0.586. (3) The yield is 0.624. The catalyst is CO. The product is [CH3:26][C:25]1[CH:24]=[C:23]([CH3:27])[NH:22][C:21](=[O:28])[C:20]=1[CH2:19][NH:18][C:16]([C:13]1[C:12]([CH3:29])=[C:11](/[C:8](/[C@H:5]2[CH2:6][CH2:7][C@H:2]([N:34]([CH3:33])[CH3:30])[CH2:3][CH2:4]2)=[CH:9]/[CH3:10])[S:15][CH:14]=1)=[O:17]. The reactants are N[C@H:2]1[CH2:7][CH2:6][C@H:5](/[C:8](/[C:11]2[S:15][CH:14]=[C:13]([C:16]([NH:18][CH2:19][C:20]3[C:21](=[O:28])[NH:22][C:23]([CH3:27])=[CH:24][C:25]=3[CH3:26])=[O:17])[C:12]=2[CH3:29])=[CH:9]\[CH3:10])[CH2:4][CH2:3]1.[CH2:30]=O.[BH3-][C:33]#[N:34].[Na+]. (4) The yield is 0.900. The product is [C:22]([C:21]1[CH:24]=[C:17]([C:15]2[S:16][C:12]([C:7]3[CH:8]=[CH:9][CH:10]=[C:11]4[C:6]=3[CH2:5][CH2:4][C@@H:3]4[NH:2][CH2:36][C:37]([O:39][CH3:40])=[O:38])=[N:13][N:14]=2)[CH:18]=[CH:19][C:20]=1[O:25][CH:26]([CH3:28])[CH3:27])#[N:23]. The catalyst is CC#N. The reactants are Cl.[NH2:2][C@@H:3]1[C:11]2[C:6](=[C:7]([C:12]3[S:16][C:15]([C:17]4[CH:18]=[CH:19][C:20]([O:25][CH:26]([CH3:28])[CH3:27])=[C:21]([CH:24]=4)[C:22]#[N:23])=[N:14][N:13]=3)[CH:8]=[CH:9][CH:10]=2)[CH2:5][CH2:4]1.C([O-])([O-])=O.[K+].[K+].Br[CH2:36][C:37]([O:39][CH3:40])=[O:38]. (5) The reactants are [N:1]([CH:4]([CH3:14])[CH2:5][NH:6][C:7](=[O:13])[O:8][C:9]([CH3:12])([CH3:11])[CH3:10])=[N+]=[N-]. The catalyst is CO.[Pd]. The product is [NH2:1][CH:4]([CH3:14])[CH2:5][NH:6][C:7](=[O:13])[O:8][C:9]([CH3:11])([CH3:10])[CH3:12]. The yield is 0.837.